Dataset: Forward reaction prediction with 1.9M reactions from USPTO patents (1976-2016). Task: Predict the product of the given reaction. (1) Given the reactants [C:1]1([CH:8]=[CH:7][CH:6]=[C:4]([OH:5])[CH:3]=1)[OH:2].[H-].[Na+].Br[CH2:12][CH2:13][CH2:14][CH2:15][CH2:16][CH3:17], predict the reaction product. The product is: [CH2:12]([O:2][C:1]1[CH:3]=[C:4]([OH:5])[CH:6]=[CH:7][CH:8]=1)[CH2:13][CH2:14][CH2:15][CH2:16][CH3:17]. (2) The product is: [CH2:25]([O:24][C:22]([N:19]1[CH2:18][CH2:17][C:14]2([N:13]([C:32]3[CH:37]=[CH:36][CH:35]=[CH:34][CH:33]=3)[CH2:12][N:11]([C@@H:4]([C:5]3[CH:10]=[CH:9][CH:8]=[CH:7][CH:6]=3)[C:3]([OH:38])=[O:2])[C:15]2=[O:16])[CH2:21][CH2:20]1)=[O:23])[C:26]1[CH:27]=[CH:28][CH:29]=[CH:30][CH:31]=1. Given the reactants C[O:2][C:3](=[O:38])[C@@H:4]([N:11]1[C:15](=[O:16])[C:14]2([CH2:21][CH2:20][N:19]([C:22]([O:24][CH2:25][C:26]3[CH:31]=[CH:30][CH:29]=[CH:28][CH:27]=3)=[O:23])[CH2:18][CH2:17]2)[N:13]([C:32]2[CH:37]=[CH:36][CH:35]=[CH:34][CH:33]=2)[CH2:12]1)[C:5]1[CH:10]=[CH:9][CH:8]=[CH:7][CH:6]=1.[OH-].[Li+].CO, predict the reaction product. (3) Given the reactants [F:1][C:2]1[CH:7]=[CH:6][C:5]([F:8])=[CH:4][C:3]=1[C:9]([N:11]([CH2:15][C:16]1[N:20]([CH2:21][CH2:22][CH3:23])[C:19]2[CH:24]=[CH:25][C:26]([CH2:28]Cl)=[CH:27][C:18]=2[N:17]=1)[CH2:12][CH2:13][CH3:14])=[O:10].[NH:30]1[CH2:35][CH2:34][O:33][CH2:32][CH2:31]1, predict the reaction product. The product is: [F:1][C:2]1[CH:7]=[CH:6][C:5]([F:8])=[CH:4][C:3]=1[C:9]([N:11]([CH2:15][C:16]1[N:20]([CH2:21][CH2:22][CH3:23])[C:19]2[CH:24]=[CH:25][C:26]([CH2:28][N:30]3[CH2:35][CH2:34][O:33][CH2:32][CH2:31]3)=[CH:27][C:18]=2[N:17]=1)[CH2:12][CH2:13][CH3:14])=[O:10].